From a dataset of Full USPTO retrosynthesis dataset with 1.9M reactions from patents (1976-2016). Predict the reactants needed to synthesize the given product. (1) Given the product [NH2:1][C:2]1[CH:7]=[CH:6][C:5]([CH:8]([CH3:12])[C:9]([O:11][CH2:18][CH3:19])=[O:10])=[CH:4][C:3]=1[F:13], predict the reactants needed to synthesize it. The reactants are: [NH2:1][C:2]1[CH:7]=[CH:6][C:5]([CH:8]([CH3:12])[C:9]([OH:11])=[O:10])=[CH:4][C:3]=1[F:13].O=S(Cl)Cl.[CH3:18][CH2:19]O. (2) Given the product [CH:10]12[CH2:11][CH:6]3[CH2:7][CH:8]([CH2:12][CH:4]([CH2:5]3)[CH:3]1[NH:2][C:19](=[O:20])[O:21][C:22]1[CH:23]=[CH:24][C:25]([N+:28]([O-:30])=[O:29])=[CH:26][CH:27]=1)[CH2:9]2, predict the reactants needed to synthesize it. The reactants are: Cl.[NH2:2][CH:3]1[CH:10]2[CH2:11][CH:6]3[CH2:7][CH:8]([CH2:12][CH:4]1[CH2:5]3)[CH2:9]2.C([O-])(O)=O.[Na+].Cl[C:19]([O:21][C:22]1[CH:27]=[CH:26][C:25]([N+:28]([O-:30])=[O:29])=[CH:24][CH:23]=1)=[O:20]. (3) Given the product [CH2:1]([C:5]1[N:6]([CH2:16][C:15]2[CH:18]=[CH:19][CH:20]=[CH:21][C:14]=2[Cl:13])[CH:7]=[CH:8][N:9]=1)[CH2:2][CH2:3][CH3:4], predict the reactants needed to synthesize it. The reactants are: [CH2:1]([C:5]1[NH:6][CH:7]=[CH:8][N:9]=1)[CH2:2][CH2:3][CH3:4].C[O-].[Na+].[Cl:13][C:14]1[CH:21]=[CH:20][CH:19]=[CH:18][C:15]=1[CH2:16]Br.C(OCC)(=O)C.CCCCCC. (4) Given the product [CH3:81][N:82]([CH3:91])[CH2:83][CH2:84][N:85]1[CH2:11][CH2:10][N:9]([C:7]2[N:8]=[C:3]([O:2][CH3:1])[C:4]3[C:17]([C:18]4[CH:23]=[CH:22][CH:21]=[CH:20][CH:19]=4)=[C:16]([C:24]4[CH:25]=[CH:26][C:27]([C:30]5([NH:34][C:35](=[O:41])[O:36][C:37]([CH3:38])([CH3:40])[CH3:39])[CH2:33][CH2:32][CH2:31]5)=[CH:28][CH:29]=4)[O:15][C:5]=3[N:6]=2)[CH2:14][CH2:13]1, predict the reactants needed to synthesize it. The reactants are: [CH3:1][O:2][C:3]1[C:4]2[C:17]([C:18]3[CH:23]=[CH:22][CH:21]=[CH:20][CH:19]=3)=[C:16]([C:24]3[CH:29]=[CH:28][C:27]([C:30]4([NH:34][C:35](=[O:41])[O:36][C:37]([CH3:40])([CH3:39])[CH3:38])[CH2:33][CH2:32][CH2:31]4)=[CH:26][CH:25]=3)[O:15][C:5]=2[N:6]=[C:7]([N:9]2[CH2:14][CH2:13]O[CH2:11][CH2:10]2)[N:8]=1.COC1C2C(C3C=CC=CC=3)=C(C3C=CC(C4(NC(=O)OC(C)(C)C)CCC4)=CC=3)OC=2N=C(S(C)(=O)=O)N=1.[CH3:81][N:82]([CH3:91])[CH2:83][CH2:84][N:85]1CCNCC1.